From a dataset of Peptide-MHC class II binding affinity with 134,281 pairs from IEDB. Regression. Given a peptide amino acid sequence and an MHC pseudo amino acid sequence, predict their binding affinity value. This is MHC class II binding data. (1) The peptide sequence is EVDMTPADAL. The MHC is HLA-DPA10103-DPB10401 with pseudo-sequence HLA-DPA10103-DPB10401. The binding affinity (normalized) is 0. (2) The peptide sequence is FKAAVAAAAGAPPAD. The MHC is HLA-DQA10104-DQB10503 with pseudo-sequence HLA-DQA10104-DQB10503. The binding affinity (normalized) is 0.332.